Task: Regression/Classification. Given a drug SMILES string, predict its toxicity properties. Task type varies by dataset: regression for continuous values (e.g., LD50, hERG inhibition percentage) or binary classification for toxic/non-toxic outcomes (e.g., AMES mutagenicity, cardiotoxicity, hepatotoxicity). Dataset: herg_karim.. Dataset: hERG potassium channel inhibition data for cardiac toxicity prediction from Karim et al. (1) The molecule is COc1ccc2c(c1)C1(CCC2)CCN(CCCSc2nnc(-c3ocnc3C)n2C)C1. The result is 1 (blocker). (2) The molecule is COc1cc(N)c(Cl)cc1C(=O)NC1CCN2CCCC1C2. The result is 1 (blocker). (3) The drug is CC(Oc1ccc(S(C)(=O)=O)cc1C(=O)N1CCN(c2ccc(C(F)(F)F)nn2)CC1)C(F)(F)F. The result is 0 (non-blocker). (4) The drug is Cc1ncoc1-c1nnc(SCCCN2CC3CC3(c3cccc(Cl)c3)C2)n1C. The result is 1 (blocker). (5) The molecule is Cc1[nH]c(C=C2C(=O)Nc3ccc(S(=O)(=O)Cc4c(Cl)cccc4Cl)cc32)c(C)c1C(=O)N1CCC[C@@H]1CN1CCCC1. The result is 0 (non-blocker). (6) The drug is CCCC(=O)O[C@@H](C(=O)N1N=CC[C@H]1C(=O)NCc1cc(Cl)ccc1-n1cnnn1)c1ccc(F)cc1. The result is 0 (non-blocker).